This data is from Full USPTO retrosynthesis dataset with 1.9M reactions from patents (1976-2016). The task is: Predict the reactants needed to synthesize the given product. (1) Given the product [NH2:1][C:2]1[C:3]2[N:4]([C:8]([C@@H:12]3[CH2:16][CH2:15][CH2:14][NH:13]3)=[N:9][C:10]=2[C:37]2[CH:38]=[CH:39][C:34]([C:33]([NH:32][C:28]3[S:27][CH:31]=[CH:30][N:29]=3)=[O:43])=[CH:35][CH:36]=2)[CH:5]=[CH:6][N:7]=1, predict the reactants needed to synthesize it. The reactants are: [NH2:1][C:2]1[C:3]2[N:4]([C:8]([C@@H:12]3[CH2:16][CH2:15][CH2:14][N:13]3C(OCC3C=CC=CC=3)=O)=[N:9][C:10]=2Br)[CH:5]=[CH:6][N:7]=1.[S:27]1[CH:31]=[CH:30][N:29]=[C:28]1[NH:32][C:33](=[O:43])[C:34]1[CH:39]=[CH:38][C:37](B(O)O)=[CH:36][CH:35]=1. (2) Given the product [S:35]([OH:38])(=[O:37])(=[O:36])[CH3:34].[NH2:1][C:2]1[N:7]=[CH:6][N:5]=[C:4]2[N:8]([CH2:19][CH2:20][N:21]([CH2:26][C:27]3[CH:32]=[CH:31][CH:30]=[CH:29][C:28]=3[F:33])[C:22](=[O:25])[CH:23]=[CH2:24])[N:9]=[C:10]([C:11]3[CH:16]=[C:15]([OH:17])[CH:14]=[C:13]([F:18])[CH:12]=3)[C:3]=12, predict the reactants needed to synthesize it. The reactants are: [NH2:1][C:2]1[N:7]=[CH:6][N:5]=[C:4]2[N:8]([CH2:19][CH2:20][N:21]([CH2:26][C:27]3[CH:32]=[CH:31][CH:30]=[CH:29][C:28]=3[F:33])[C:22](=[O:25])[CH:23]=[CH2:24])[N:9]=[C:10]([C:11]3[CH:16]=[C:15]([OH:17])[CH:14]=[C:13]([F:18])[CH:12]=3)[C:3]=12.[CH3:34][S:35]([OH:38])(=[O:37])=[O:36].